From a dataset of HIV replication inhibition screening data with 41,000+ compounds from the AIDS Antiviral Screen. Binary Classification. Given a drug SMILES string, predict its activity (active/inactive) in a high-throughput screening assay against a specified biological target. (1) The molecule is C[n+]1ccc(C2=C3C=CC4=[N+]3[Zn-2]35[N+]6=C(C=CC6=C(c6cc[n+](C)cc6)C6=CC=C2[NH+]63)C(c2cc[n+](C)cc2)=C2C=CC(=C4c3cc[n+](C)cc3)[NH+]25)cc1.[I-]. The result is 0 (inactive). (2) The drug is O=c1c2ccccc2c2cc3ccc4c(=O)c5ccccc5c5cc6ccc1c2c6c3c45. The result is 0 (inactive). (3) The drug is C=CCNC(=S)NC=C(C(=O)OCC)C(=O)C(=O)OCC. The result is 0 (inactive). (4) The molecule is CC(=O)Oc1ccc2cc(Oc3cc(Cl)c(Cl)cc3Cl)c(=O)oc2c1. The result is 0 (inactive). (5) The molecule is Nc1ncc(Cl)c(NCC2(CO)CC(CCc3ccccc3)C2)n1. The result is 0 (inactive). (6) The molecule is CN1N=C(c2ccccc2)c2cc(Cl)ccc2N=C1NN=Cc1ccc(N(C)C)cc1. The result is 0 (inactive). (7) The molecule is COC(=O)C1CC(O)CN1C(=O)c1ccc([N+](=O)[O-])cc1[N+](=O)[O-]. The result is 0 (inactive). (8) The compound is COC(=O)C(CNC(=O)C=Cc1ccc(OC(C)=O)c(OC(C)=O)c1)NC(=O)C=Cc1ccc(OC(C)=O)c(OC(C)=O)c1. The result is 0 (inactive). (9) The result is 0 (inactive). The drug is O=C(O)C1CSC(C(O)C(O)C(O)CO)N1.